Task: Predict the reaction yield, written as a fraction of the theoretical maximum amount of product (1.0 means a 100% yield; for example, 0.34 means a 34% yield).. Dataset: Reaction yield outcomes from USPTO patents with 853,638 reactions (1) The reactants are [OH:1][C:2]1[CH:3]=[N:4][CH:5]=[C:6]([CH:34]=1)[C:7]([NH:9][C:10]12[C:28](=[O:29])[C:27]3[C:22](=[CH:23][CH:24]=[CH:25][C:26]=3[N+:30]([O-])=O)[C:11]1([OH:33])[O:12][C:13]1[CH:18]=[C:17]([CH:19]([CH3:21])[CH3:20])[CH:16]=[CH:15][C:14]=12)=[O:8].[NH4+]=S. The catalyst is CO. The product is [NH2:30][C:26]1[CH:25]=[CH:24][CH:23]=[C:22]2[C:27]=1[C:28](=[O:29])[C:10]1([NH:9][C:7](=[O:8])[C:6]3[CH:34]=[C:2]([OH:1])[CH:3]=[N:4][CH:5]=3)[C:14]3[CH:15]=[CH:16][C:17]([CH:19]([CH3:20])[CH3:21])=[CH:18][C:13]=3[O:12][C:11]12[OH:33]. The yield is 0.400. (2) The reactants are C[O:2][C:3](=[O:35])[CH2:4][CH2:5][C:6]1[CH:11]=[CH:10][C:9]([O:12][CH2:13][CH2:14][C@H:15]([O:17][C:18]2[CH:23]=[CH:22][C:21]([CH2:24][CH3:25])=[CH:20][C:19]=2[CH:26]([OH:33])[C:27]2[CH:32]=[CH:31][CH:30]=[CH:29][CH:28]=2)[CH3:16])=[CH:8][C:7]=1[CH3:34]. The catalyst is CO. The product is [CH2:24]([C:21]1[CH:22]=[CH:23][C:18]([O:17][C@H:15]([CH3:16])[CH2:14][CH2:13][O:12][C:9]2[CH:10]=[CH:11][C:6]([CH2:5][CH2:4][C:3]([OH:35])=[O:2])=[C:7]([CH3:34])[CH:8]=2)=[C:19]([CH:26]([OH:33])[C:27]2[CH:32]=[CH:31][CH:30]=[CH:29][CH:28]=2)[CH:20]=1)[CH3:25]. The yield is 1.00. (3) The reactants are Br[C:2]1[CH:7]=[C:6]([F:8])[CH:5]=[CH:4][C:3]=1[C:9]1[O:13][N:12]=[C:11]([C:14]2[CH:19]=[CH:18][C:17]([O:20][CH:21]([CH3:23])[CH3:22])=[C:16]([Cl:24])[CH:15]=2)[N:10]=1.[Cu][C:26]#[N:27]. The catalyst is CN1CCCC1=O.C(OCC)(=O)C.O. The product is [Cl:24][C:16]1[CH:15]=[C:14]([C:11]2[N:10]=[C:9]([C:3]3[CH:4]=[CH:5][C:6]([F:8])=[CH:7][C:2]=3[C:26]#[N:27])[O:13][N:12]=2)[CH:19]=[CH:18][C:17]=1[O:20][CH:21]([CH3:23])[CH3:22]. The yield is 0.506. (4) The product is [NH2:26][C:23]1[CH:24]=[CH:25][C:20]([O:19][C:13]2[C:12]3[C:17](=[CH:18][C:9]([OH:8])=[C:10]([O:29][CH3:30])[CH:11]=3)[N:16]=[CH:15][CH:14]=2)=[CH:21][CH:22]=1. The yield is 0.955. The reactants are C([O:8][C:9]1[CH:18]=[C:17]2[C:12]([C:13]([O:19][C:20]3[CH:25]=[CH:24][C:23]([N+:26]([O-])=O)=[CH:22][CH:21]=3)=[CH:14][CH:15]=[N:16]2)=[CH:11][C:10]=1[O:29][CH3:30])C1C=CC=CC=1.C(O[K])=O. The catalyst is CO.O.CCOC(C)=O.[Pd]. (5) The reactants are [F:1][C:2]1[CH:3]=[C:4]2[C:8](=[CH:9][CH:10]=1)[NH:7][C:6](=[O:11])[C:5]2=[N:12][N:13]=[CH:14][C:15]1[CH:31]=[CH:30][C:18]([C:19]([NH:21][CH2:22][CH2:23][CH2:24][CH2:25][CH2:26][C:27](O)=[O:28])=[O:20])=[CH:17][CH:16]=1.C(N(CC)CC)C.ClC(OCC)=O.[NH2:45][OH:46]. The catalyst is [Cl-].[Na+].O.CN(C=O)C. The product is [F:1][C:2]1[CH:3]=[C:4]2[C:8](=[CH:9][CH:10]=1)[NH:7][C:6](=[O:11])[C:5]2=[N:12][N:13]=[CH:14][C:15]1[CH:31]=[CH:30][C:18]([C:19]([NH:21][CH2:22][CH2:23][CH2:24][CH2:25][CH2:26][C:27]([NH:45][OH:46])=[O:28])=[O:20])=[CH:17][CH:16]=1. The yield is 0.510. (6) The reactants are [F:1][C:2]([F:15])([F:14])[O:3][C:4]1[CH:13]=[CH:12][C:7]2[N:8]=[C:9](N)[S:10][C:6]=2[CH:5]=1.C([CH2:18][O:19][C:20]1[C:21]([F:30])=[C:22]([C:27]([NH2:29])=[O:28])[C:23]([F:26])=[CH:24][CH:25]=1)#N. No catalyst specified. The product is [F:30][C:21]1[C:20]([O:19][CH2:18][C:9]2[S:10][C:6]3[CH:5]=[C:4]([O:3][C:2]([F:15])([F:14])[F:1])[CH:13]=[CH:12][C:7]=3[N:8]=2)=[CH:25][CH:24]=[C:23]([F:26])[C:22]=1[C:27]([NH2:29])=[O:28]. The yield is 0.340. (7) The reactants are [Na].Cl[C:3]1[N:11]=[C:10]2[C:6]([N:7]=[C:8]([OH:24])[N:9]2[CH2:12][C:13]2[CH:18]=[CH:17][CH:16]=[C:15]([CH2:19][C:20]([O:22][CH3:23])=[O:21])[CH:14]=2)=[C:5]([NH2:25])[N:4]=1.Cl.[S:27](=O)(=O)(O)O.C(=O)([O-])O.[Na+].[CH2:37]([OH:39])[CH3:38]. The catalyst is CO. The product is [OH:24][C:8]1[N:9]([CH2:12][C:13]2[CH:18]=[CH:17][CH:16]=[C:15]([CH2:19][C:20]([O:22][CH3:23])=[O:21])[CH:14]=2)[C:10]2[C:6]([N:7]=1)=[C:5]([NH2:25])[N:4]=[C:3]([S:27][CH2:38][CH2:37][OH:39])[N:11]=2. The yield is 0.490. (8) The reactants are [CH3:1][O:2][C:3]1[CH:4]=[C:5]([N:11]2[CH2:20][C:19]3[C:14](=[N:15][C:16](S(C)=O)=[N:17][CH:18]=3)[N:13]([CH2:24][CH3:25])[C:12]2=[O:26])[CH:6]=[C:7]([O:9][CH3:10])[CH:8]=1.[CH2:27]([N:29]([CH2:35][CH3:36])[CH2:30][CH2:31][CH2:32][CH2:33][NH2:34])[CH3:28].FC(F)(F)C(O)=O. The catalyst is C(#N)C. The product is [CH2:27]([N:29]([CH2:35][CH3:36])[CH2:30][CH2:31][CH2:32][CH2:33][NH:34][C:16]1[N:15]=[C:14]2[N:13]([CH2:24][CH3:25])[C:12](=[O:26])[N:11]([C:5]3[CH:4]=[C:3]([O:2][CH3:1])[CH:8]=[C:7]([O:9][CH3:10])[CH:6]=3)[CH2:20][C:19]2=[CH:18][N:17]=1)[CH3:28]. The yield is 0.560. (9) The reactants are [NH2:1][C:2]1[CH:7]=[C:6]([CH3:8])[C:5]([NH:9][C:10](=[O:17])[CH2:11][CH:12]2[CH2:16][CH2:15][CH2:14][CH2:13]2)=[C:4]([Cl:18])[CH:3]=1.Cl[CH2:20][CH2:21][O:22][CH2:23][CH2:24]Cl.[I-].[K+]. The catalyst is C(O)C. The product is [Cl:18][C:4]1[CH:3]=[C:2]([N:1]2[CH2:24][CH2:23][O:22][CH2:21][CH2:20]2)[CH:7]=[C:6]([CH3:8])[C:5]=1[NH:9][C:10](=[O:17])[CH2:11][CH:12]1[CH2:13][CH2:14][CH2:15][CH2:16]1. The yield is 0.410. (10) The reactants are [F:1][C:2]1[CH:3]=[C:4]([S:9]([N:12]2[C:16]([C:17]3[CH:22]=[CH:21][CH:20]=[CH:19][N:18]=3)=[CH:15][C:14]([CH:23]=O)=[CH:13]2)(=[O:11])=[O:10])[CH:5]=[CH:6][C:7]=1[F:8].CO.[CH3:27][NH2:28].[BH4-].[Na+].[ClH:31].C(=O)([O-])O.[Na+]. The catalyst is CO. The product is [ClH:31].[ClH:31].[F:1][C:2]1[CH:3]=[C:4]([S:9]([N:12]2[C:16]([C:17]3[CH:22]=[CH:21][CH:20]=[CH:19][N:18]=3)=[CH:15][C:14]([CH2:23][NH:28][CH3:27])=[CH:13]2)(=[O:11])=[O:10])[CH:5]=[CH:6][C:7]=1[F:8]. The yield is 0.710.